This data is from Full USPTO retrosynthesis dataset with 1.9M reactions from patents (1976-2016). The task is: Predict the reactants needed to synthesize the given product. (1) Given the product [CH3:1][C:2]1[C:7]([CH2:8][OH:9])=[CH:6][N:5]=[C:4]([C:13]([F:16])([F:14])[F:15])[N:3]=1, predict the reactants needed to synthesize it. The reactants are: [CH3:1][C:2]1[C:7]([C:8](OCC)=[O:9])=[CH:6][N:5]=[C:4]([C:13]([F:16])([F:15])[F:14])[N:3]=1.[H-].C([Al+]CC(C)C)C(C)C.O.O.O.O.O.O.O.O.O.O.S([O-])([O-])(=O)=O.[Na+].[Na+]. (2) Given the product [Cl:14][C:15]1[CH:20]=[C:19]([B:5]([OH:6])[OH:4])[CH:18]=[CH:17][C:16]=1[O:22][C:23]([F:26])([F:25])[F:24], predict the reactants needed to synthesize it. The reactants are: C([O:4][B:5](OC(C)C)[O:6]C(C)C)(C)C.[Cl:14][C:15]1[CH:20]=[C:19](I)[CH:18]=[CH:17][C:16]=1[O:22][C:23]([F:26])([F:25])[F:24]. (3) Given the product [CH2:12]([C:8]1([C:5]2[CH:6]=[CH:7][C:2]([CH:43]=[O:44])=[CH:3][CH:4]=2)[CH2:11][CH2:10][CH2:9]1)[CH2:13][CH2:14][CH3:15], predict the reactants needed to synthesize it. The reactants are: Br[C:2]1[CH:7]=[CH:6][C:5]([C:8]2([CH2:12][CH2:13][CH2:14][CH3:15])[CH2:11][CH2:10][CH2:9]2)=[CH:4][CH:3]=1.BrC1C=CC(C2(CCCC)CC2)=CC=1.C([Li])CCC.CCCCCC.CN(C)[CH:43]=[O:44]. (4) Given the product [C:1]12([C:11]3[CH:21]=[CH:20][C:14]([O:15][CH2:16][C:17]([NH:22][C:23]4[CH:28]=[CH:27][CH:26]=[C:25]([C:29](=[O:30])[C:31]5[CH:36]=[CH:35][CH:34]=[CH:33][CH:32]=5)[CH:24]=4)=[O:18])=[CH:13][CH:12]=3)[CH2:2][CH:3]3[CH2:9][CH:7]([CH2:6][CH:5]([CH2:4]3)[CH2:10]1)[CH2:8]2, predict the reactants needed to synthesize it. The reactants are: [C:1]12([C:11]3[CH:21]=[CH:20][C:14]([O:15][CH2:16][C:17](O)=[O:18])=[CH:13][CH:12]=3)[CH2:10][CH:5]3[CH2:6][CH:7]([CH2:9][CH:3]([CH2:4]3)[CH2:2]1)[CH2:8]2.[NH2:22][C:23]1[CH:24]=[C:25]([C:29]([C:31]2[CH:36]=[CH:35][CH:34]=[CH:33][CH:32]=2)=[O:30])[CH:26]=[CH:27][CH:28]=1.Cl.C(N=C=N)C.O.ON1C2C=CC=CC=2N=N1.C(N(CC)C(C)C)(C)C.